Dataset: CYP3A4 inhibition data for predicting drug metabolism from PubChem BioAssay. Task: Regression/Classification. Given a drug SMILES string, predict its absorption, distribution, metabolism, or excretion properties. Task type varies by dataset: regression for continuous measurements (e.g., permeability, clearance, half-life) or binary classification for categorical outcomes (e.g., BBB penetration, CYP inhibition). Dataset: cyp3a4_veith. The molecule is COc1ccc(/C(O)=C2/C(=O)C(=O)N(CCCC(=O)O)C2c2ccc(OC)cc2)cc1. The result is 0 (non-inhibitor).